Predict which catalyst facilitates the given reaction. From a dataset of Catalyst prediction with 721,799 reactions and 888 catalyst types from USPTO. Reactant: [I-].C[S+](C)(C)=O.[CH3:7][Si]([N-][Si](C)(C)C)(C)C.[Na+].[Cl:17][C:18]1[CH:19]=[C:20]([C:28]2[O:32][N:31]=[C:30]([C:33]3[CH:34]=[CH:35][CH:36]=[C:37]4[C:41]=3[N:40]([CH3:42])[CH:39]=[C:38]4/[CH:43]=[CH:44]/[C:45]([O:47][CH2:48][CH3:49])=[O:46])[N:29]=2)[CH:21]=[CH:22][C:23]=1[O:24][CH:25]([CH3:27])[CH3:26]. Product: [Cl:17][C:18]1[CH:19]=[C:20]([C:28]2[O:32][N:31]=[C:30]([C:33]3[CH:34]=[CH:35][CH:36]=[C:37]4[C:41]=3[N:40]([CH3:42])[CH:39]=[C:38]4[C@@H:43]3[CH2:7][C@H:44]3[C:45]([O:47][CH2:48][CH3:49])=[O:46])[N:29]=2)[CH:21]=[CH:22][C:23]=1[O:24][CH:25]([CH3:26])[CH3:27]. The catalyst class is: 16.